Dataset: Forward reaction prediction with 1.9M reactions from USPTO patents (1976-2016). Task: Predict the product of the given reaction. (1) The product is: [Br:1][C:2]1[CH:3]=[CH:4][C:5]2[S:9][C:8](=[N:10][C:11](=[O:19])[C:12]3[CH:13]=[CH:14][C:15]([CH3:18])=[CH:16][CH:17]=3)[N:7]([CH:20]([CH2:25][CH3:26])[C:21]([OH:23])=[O:22])[C:6]=2[CH:27]=1. Given the reactants [Br:1][C:2]1[CH:3]=[CH:4][C:5]2[S:9][C:8](=[N:10][C:11](=[O:19])[C:12]3[CH:17]=[CH:16][C:15]([CH3:18])=[CH:14][CH:13]=3)[N:7]([CH:20]([CH2:25][CH3:26])[C:21]([O:23]C)=[O:22])[C:6]=2[CH:27]=1.O1CCCC1.[OH-].[Na+], predict the reaction product. (2) Given the reactants [H-].[Na+].[CH3:3][O:4][C:5]1[CH:6]=[C:7]([CH2:11][C:12]#[N:13])[CH:8]=[CH:9][CH:10]=1.Br[CH2:15][CH2:16][O:17][CH2:18][CH2:19]Br, predict the reaction product. The product is: [CH3:3][O:4][C:5]1[CH:6]=[C:7]([C:11]2([C:12]#[N:13])[CH2:19][CH2:18][O:17][CH2:16][CH2:15]2)[CH:8]=[CH:9][CH:10]=1. (3) Given the reactants [Cl:1][C:2]1[CH:7]=[N:6][C:5](SC)=[CH:4][N:3]=1.O[O:11][S:12]([O-:14])=O.[K+].[CH3:16]O, predict the reaction product. The product is: [Cl:1][C:2]1[CH:7]=[N:6][C:5]([S:12]([CH3:16])(=[O:14])=[O:11])=[CH:4][N:3]=1. (4) The product is: [CH2:22]([N:24]1[C:3]2[C:2]([CH3:1])([CH3:15])[CH2:6][CH2:5][C:4]=2[C:7]([CH3:8])=[N:25]1)[CH3:23]. Given the reactants [CH3:1][C:2]1([CH3:15])[CH2:6][CH2:5][CH:4]([C:7](=O)[C:8](OCC)=O)[C:3]1=O.C(O)(=O)C(O)=O.[CH2:22]([NH:24][NH2:25])[CH3:23], predict the reaction product. (5) Given the reactants [Cl:1][C:2]1[CH:7]=[CH:6][C:5]([C:8]2([C:12]3[C:21]4[C:16](=[CH:17][CH:18]=[C:19]([O:22][CH2:23][CH2:24][CH2:25][S:26]([NH:29][CH2:30][CH2:31][CH3:32])(=[O:28])=[O:27])[CH:20]=4)[CH2:15][CH2:14][N:13]=3)[CH2:11][CH2:10][CH2:9]2)=[CH:4][CH:3]=1.[BH4-].[Na+].Cl, predict the reaction product. The product is: [ClH:1].[Cl:1][C:2]1[CH:7]=[CH:6][C:5]([C:8]2([CH:12]3[C:21]4[C:16](=[CH:17][CH:18]=[C:19]([O:22][CH2:23][CH2:24][CH2:25][S:26]([NH:29][CH2:30][CH2:31][CH3:32])(=[O:27])=[O:28])[CH:20]=4)[CH2:15][CH2:14][NH:13]3)[CH2:9][CH2:10][CH2:11]2)=[CH:4][CH:3]=1. (6) Given the reactants [N+:1]([C:4]1[C:9]([CH3:10])=[CH:8][C:7]([CH3:11])=[CH:6][C:5]=1[CH3:12])([O-:3])=[O:2].[CH:13]([OH:16])(C)C.[OH2:17], predict the reaction product. The product is: [N+:1]([C:4]1[C:9]([CH3:10])=[CH:8][C:7]([CH3:11])=[C:6]([C:13]([OH:16])=[O:17])[C:5]=1[CH3:12])([O-:3])=[O:2]. (7) Given the reactants [CH3:1][O:2][C:3]1[C:23]([CH3:24])=[CH:22][C:6]2[C:7]3[N:12]([CH:13]([CH3:15])[CH2:14][C:5]=2[CH:4]=1)[CH:11]=[C:10]([C:16]([O:18]CC)=[O:17])[C:9](=[O:21])[CH:8]=3.O.[OH-].[Li+].Cl, predict the reaction product. The product is: [CH3:1][O:2][C:3]1[C:23]([CH3:24])=[CH:22][C:6]2[C:7]3[N:12]([CH:13]([CH3:15])[CH2:14][C:5]=2[CH:4]=1)[CH:11]=[C:10]([C:16]([OH:18])=[O:17])[C:9](=[O:21])[CH:8]=3. (8) Given the reactants O[CH2:2][C:3]1[N:8]=[C:7]([C:9]([O:11][C:12]([CH3:15])([CH3:14])[CH3:13])=[O:10])[CH:6]=[CH:5][CH:4]=1.C(N(C(C)C)CC)(C)C.CS([Cl:29])(=O)=O, predict the reaction product. The product is: [Cl:29][CH2:2][C:3]1[N:8]=[C:7]([C:9]([O:11][C:12]([CH3:15])([CH3:14])[CH3:13])=[O:10])[CH:6]=[CH:5][CH:4]=1. (9) Given the reactants [S:1]1[CH:5]=[CH:4][CH:3]=[CH:2]1.C([Li])CCC.[CH2:11](Br)[CH2:12][CH2:13][CH2:14][CH2:15][CH2:16][CH2:17][CH2:18][CH2:19][CH2:20][CH2:21][CH2:22][CH2:23][CH2:24][CH2:25][CH3:26].O, predict the reaction product. The product is: [CH2:26]([C:2]1[S:1][CH:5]=[CH:4][CH:3]=1)[CH2:25][CH2:24][CH2:23][CH2:22][CH2:21][CH2:20][CH2:19][CH2:18][CH2:17][CH2:16][CH2:15][CH2:14][CH2:13][CH2:12][CH3:11].